From a dataset of Forward reaction prediction with 1.9M reactions from USPTO patents (1976-2016). Predict the product of the given reaction. (1) Given the reactants [C:1]([O:5][C:6](=[O:29])[NH:7][C:8]1[C:9]([CH3:28])=[CH:10][C:11]2[CH2:17][C@@H:16]([NH2:18])[C:15](=[O:19])[N:14]([CH2:20][C:21]3[CH:26]=[CH:25][CH:24]=[CH:23][CH:22]=3)[CH2:13][C:12]=2[CH:27]=1)([CH3:4])([CH3:3])[CH3:2].[C:30](=O)(O)[O-:31].[Na+].C(Cl)(Cl)=O.C1(C)C=CC=CC=1.C(O)(=O)C.[O:50]=[C:51]1[N:60]([CH:61]2[CH2:66][CH2:65][NH:64][CH2:63][CH2:62]2)[CH2:59][C:58]2[C:53](=[CH:54][CH:55]=[CH:56][CH:57]=2)[NH:52]1, predict the reaction product. The product is: [CH2:20]([N:14]1[C:15](=[O:19])[C@H:16]([NH:18][C:30]([N:64]2[CH2:65][CH2:66][CH:61]([N:60]3[CH2:59][C:58]4[C:53](=[CH:54][CH:55]=[CH:56][CH:57]=4)[NH:52][C:51]3=[O:50])[CH2:62][CH2:63]2)=[O:31])[CH2:17][C:11]2[CH:10]=[C:9]([CH3:28])[C:8]([NH:7][C:6](=[O:29])[O:5][C:1]([CH3:4])([CH3:3])[CH3:2])=[CH:27][C:12]=2[CH2:13]1)[C:21]1[CH:22]=[CH:23][CH:24]=[CH:25][CH:26]=1. (2) Given the reactants [CH3:1][CH2:2][C@@H:3]1[C@@H:16]([CH2:17][C@H:18]2[NH:27][CH2:26][CH2:25][C:24]3[C:19]2=[CH:20][C:21]([O:30][CH3:31])=[C:22]([O:28][CH3:29])[CH:23]=3)[CH2:15][C@@H:14]2[N:5]([CH2:6][CH2:7][C:8]3[C:13]2=[CH:12][C:11]([O:32][CH3:33])=[C:10]([O:34][CH3:35])[CH:9]=3)[CH2:4]1.Cl.Cl.[OH-].[Na+], predict the reaction product. The product is: [CH3:1][CH2:2][C@@H:3]1[C@@H:16]([CH2:17][C@H:18]2[NH:27][CH2:26][CH2:25][C:24]3[CH:23]=[C:22]([O:28][CH3:29])[C:21]([O:30][CH3:31])=[CH:20][C:19]2=3)[CH2:15][C@@H:14]2[N:5]([CH2:6][CH2:7][C:8]3[CH:9]=[C:10]([O:34][CH3:35])[C:11]([O:32][CH3:33])=[CH:12][C:13]=32)[CH2:4]1. (3) The product is: [O:14]=[C:6]1[C:5]2[CH:15]=[CH:16][C:2]([CH2:1][CH:17]=[O:21])=[CH:3][C:4]=2[C:13]2[C:8](=[CH:9][CH:10]=[CH:11][CH:12]=2)[O:7]1. Given the reactants [CH3:1][C:2]1[CH:16]=[CH:15][C:5]2[C:6](=[O:14])[O:7][C:8]3[C:13]([C:4]=2[CH:3]=1)=[CH:12][CH:11]=[CH:10][CH:9]=3.[C:17]([O:21]C(N(C)C)N(C)C)(C)(C)C, predict the reaction product. (4) The product is: [Cl:1][C:2]1[CH:7]=[CH:6][C:5](/[CH:8]=[CH:9]/[C:10]([N:31]2[CH2:32][CH2:33][CH:28]([CH2:27][CH2:26][C:23]3[O:22][C:21]([CH3:20])=[N:25][N:24]=3)[CH2:29][CH2:30]2)=[O:12])=[C:4]([CH2:13][N:14]2[N:18]=[N:17][C:16]([CH3:19])=[N:15]2)[CH:3]=1. Given the reactants [Cl:1][C:2]1[CH:7]=[CH:6][C:5](/[CH:8]=[CH:9]/[C:10]([OH:12])=O)=[C:4]([CH2:13][N:14]2[N:18]=[N:17][C:16]([CH3:19])=[N:15]2)[CH:3]=1.[CH3:20][C:21]1[O:22][C:23]([CH2:26][CH2:27][CH:28]2[CH2:33][CH2:32][NH:31][CH2:30][CH2:29]2)=[N:24][N:25]=1.CCN(C(C)C)C(C)C.C(P1(=O)OP(CCC)(=O)OP(CCC)(=O)O1)CC, predict the reaction product. (5) Given the reactants [F:1][CH:2]([F:20])[C:3]1[CH:4]=[C:5]([C:10]2[CH:15]=[C:14]([O:16][CH3:17])[C:13](I)=[CH:12][C:11]=2[F:19])[CH:6]=[C:7]([F:9])[CH:8]=1.[B:21](OC(C)C)([O:26]C(C)C)[O:22]C(C)C.C([Li])CCC.[OH-].[Na+], predict the reaction product. The product is: [F:1][CH:2]([F:20])[C:3]1[CH:4]=[C:5]([C:10]2[CH:15]=[C:14]([O:16][CH3:17])[C:13]([B:21]([OH:26])[OH:22])=[CH:12][C:11]=2[F:19])[CH:6]=[C:7]([F:9])[CH:8]=1. (6) Given the reactants O[C:2]1[N:3]=C[C:5](C(O)=O)=[N:6][CH:7]=1.S(Cl)([Cl:13])=O.CN(C=O)C.N1C=CC=CC=1.[C:26]([O:29][CH2:30]C)(=[O:28])[CH3:27].CCCCCC, predict the reaction product. The product is: [CH3:30][O:29][C:26]([C:27]1[CH:5]=[N:6][C:7]([Cl:13])=[CH:2][N:3]=1)=[O:28]. (7) Given the reactants C[Mg]I.[CH2:4](OCC)C.[F:9][C:10]1[CH:47]=[C:46]([F:48])[CH:45]=[CH:44][C:11]=1[O:12][C:13]1[C:21]2[N:20]=[CH:19][N:18]([CH3:22])[C:17]=2[C:16]([CH:23]=[O:24])=[CH:15][C:14]=1[C:25]1[C:26]2[CH:35]=[N:34][N:33]([CH2:36][O:37][CH2:38][CH2:39][Si:40]([CH3:43])([CH3:42])[CH3:41])[C:27]=2[C:28](=[O:32])[N:29]([CH3:31])[CH:30]=1, predict the reaction product. The product is: [F:9][C:10]1[CH:47]=[C:46]([F:48])[CH:45]=[CH:44][C:11]=1[O:12][C:13]1[C:21]2[N:20]=[CH:19][N:18]([CH3:22])[C:17]=2[C:16]([CH:23]([OH:24])[CH3:4])=[CH:15][C:14]=1[C:25]1[C:26]2[CH:35]=[N:34][N:33]([CH2:36][O:37][CH2:38][CH2:39][Si:40]([CH3:41])([CH3:42])[CH3:43])[C:27]=2[C:28](=[O:32])[N:29]([CH3:31])[CH:30]=1. (8) Given the reactants [CH:1]1([NH:4][C:5]2[C:10]([C:11]([O:13]CC)=[O:12])=[CH:9][C:8]([F:16])=[C:7]([N:17]3[CH2:22][CH2:21][N:20]([CH3:23])[CH2:19][CH2:18]3)[N:6]=2)[CH2:3][CH2:2]1.[OH-].[Na+], predict the reaction product. The product is: [CH:1]1([NH:4][C:5]2[C:10]([C:11]([OH:13])=[O:12])=[CH:9][C:8]([F:16])=[C:7]([N:17]3[CH2:18][CH2:19][N:20]([CH3:23])[CH2:21][CH2:22]3)[N:6]=2)[CH2:2][CH2:3]1. (9) Given the reactants C([Si](C)(C)[O:6][CH2:7][C@@H:8]1[C@@H:13]([O:14][CH2:15][C:16]2[CH:21]=[CH:20][CH:19]=[CH:18][CH:17]=2)[C@H:12]([O:22][CH2:23][C:24]2[CH:29]=[CH:28][CH:27]=[CH:26][CH:25]=2)[C@@H:11]([O:30][CH2:31][C:32]2[CH:37]=[CH:36][CH:35]=[CH:34][CH:33]=2)[C:10]([C:40]2[CH:45]=[CH:44][C:43]([Cl:46])=[C:42]([CH2:47][C:48]3[CH:57]=[CH:56][C:51]4[O:52][CH2:53][CH2:54][O:55][C:50]=4[CH:49]=3)[CH:41]=2)([O:38][CH3:39])[O:9]1)(C)(C)C.C(Cl)(=O)C, predict the reaction product. The product is: [CH2:15]([O:14][C@H:13]1[C@H:12]([O:22][CH2:23][C:24]2[CH:25]=[CH:26][CH:27]=[CH:28][CH:29]=2)[C@@H:11]([O:30][CH2:31][C:32]2[CH:37]=[CH:36][CH:35]=[CH:34][CH:33]=2)[C:10]([C:40]2[CH:45]=[CH:44][C:43]([Cl:46])=[C:42]([CH2:47][C:48]3[CH:57]=[CH:56][C:51]4[O:52][CH2:53][CH2:54][O:55][C:50]=4[CH:49]=3)[CH:41]=2)([O:38][CH3:39])[O:9][C@@H:8]1[CH2:7][OH:6])[C:16]1[CH:21]=[CH:20][CH:19]=[CH:18][CH:17]=1. (10) Given the reactants [CH3:1][C:2]1[C:11]([CH3:12])=[CH:10][C:9]([CH3:13])=[C:8]2[C:3]=1[CH:4]=[CH:5][CH:6]=[N:7]2.C1N2CN3CN(C2)CN1C3.FC(F)(F)[C:26](O)=[O:27], predict the reaction product. The product is: [CH3:1][C:2]1[C:11]([CH3:12])=[C:10]([CH:26]=[O:27])[C:9]([CH3:13])=[C:8]2[C:3]=1[CH:4]=[CH:5][CH:6]=[N:7]2.